This data is from Forward reaction prediction with 1.9M reactions from USPTO patents (1976-2016). The task is: Predict the product of the given reaction. Given the reactants [O:1]1[CH2:6][CH2:5][CH:4]([C:7](OC)=O)[CH2:3][CH2:2]1.[CH3:11][NH2:12].Cl.CN.[OH-].[Na+], predict the reaction product. The product is: [CH3:11][NH:12][CH2:7][CH:4]1[CH2:5][CH2:6][O:1][CH2:2][CH2:3]1.